This data is from Reaction yield outcomes from USPTO patents with 853,638 reactions. The task is: Predict the reaction yield, written as a fraction of the theoretical maximum amount of product (1.0 means a 100% yield; for example, 0.34 means a 34% yield). (1) The reactants are Br[Zn][CH2:3][C:4]([O:6][CH2:7][CH3:8])=[O:5].[CH3:9][C:10]1[C:11](=[O:18])[CH:12]=[C:13]([CH3:17])[C:14](=[O:16])[CH:15]=1.Cl.C(OCC)(=O)C. The catalyst is C1COCC1. The product is [OH:18][C:11]1([CH2:3][C:4]([O:6][CH2:7][CH3:8])=[O:5])[CH:12]=[C:13]([CH3:17])[C:14](=[O:16])[CH:15]=[C:10]1[CH3:9]. The yield is 0.870. (2) The reactants are Br[C:2]1[C:15]2[N:14]3[CH:16]=[CH:17][N:18]=[C:13]3[C:12]3[CH:11]=[CH:10][CH:9]=[CH:8][C:7]=3[C:6]=2[CH:5]=[CH:4][CH:3]=1.[C:19](=O)([O-])[O-].[K+].[K+].[C:38]1(P([C:38]2[CH:43]=[CH:42][CH:41]=[CH:40][CH:39]=2)[C:38]2[CH:43]=[CH:42][CH:41]=[CH:40][CH:39]=2)[CH:43]=[CH:42][CH:41]=[CH:40][CH:39]=1.CO[CH2:46][CH2:47]OC. The catalyst is C(Cl)Cl.CC([O-])=O.CC([O-])=O.[Pd+2]. The product is [CH:46]([C:38]1[CH:39]=[CH:40][C:41]([C:2]2[C:15]3[N:14]4[CH:16]=[CH:17][N:18]=[C:13]4[C:12]4[CH:11]=[CH:10][CH:9]=[CH:8][C:7]=4[C:6]=3[CH:5]=[CH:4][CH:3]=2)=[CH:42][CH:43]=1)([CH3:47])[CH3:19]. The yield is 0.770.